Dataset: Reaction yield outcomes from USPTO patents with 853,638 reactions. Task: Predict the reaction yield, written as a fraction of the theoretical maximum amount of product (1.0 means a 100% yield; for example, 0.34 means a 34% yield). (1) The product is [CH2:1]([O:8][C:9](=[O:17])[CH:10]=[C:27]1[CH2:31][CH:25]([C:23]([OH:22])=[O:24])[CH2:28]1)[C:2]1[CH:3]=[CH:4][CH:5]=[CH:6][CH:7]=1. No catalyst specified. The reactants are [CH2:1]([O:8][C:9](=[O:17])[CH2:10]P(OC)(OC)=O)[C:2]1[CH:7]=[CH:6][CH:5]=[CH:4][CH:3]=1.[Li+].[OH-].CC[O:22][C:23]([CH3:25])=[O:24].Cl.[CH2:27]1[CH2:31]OC[CH2:28]1. The yield is 0.390. (2) The reactants are [Br:1][CH2:2][CH2:3]Br.[Br:5][C:6]1[CH:11]=[CH:10][C:9]([Br:12])=[CH:8][C:7]=1[OH:13]. The catalyst is C(#N)C.[OH-].[Na+].O. The product is [Br:5][C:6]1[CH:11]=[CH:10][C:9]([Br:12])=[CH:8][C:7]=1[O:13][CH2:3][CH2:2][Br:1]. The yield is 0.490. (3) The reactants are [NH2:1][C@@H:2]1[CH2:7][CH2:6][C@H:5]([N:8]2[C:13](=[O:14])[C:12]3[CH:15]=[C:16]([F:19])[CH:17]=[N:18][C:11]=3[N:10]([C:20]3[CH:21]=[C:22]([C:26]4[CH:31]=[CH:30][CH:29]=[CH:28][C:27]=4[CH2:32][N:33]4[CH2:38][CH2:37][O:36][CH2:35][CH2:34]4)[CH:23]=[CH:24][CH:25]=3)[C:9]2=[O:39])[CH2:4][CH2:3]1.[C:40](O)(=[O:48])[C:41]1[C:42](=[CH:44][CH:45]=[CH:46][CH:47]=1)[OH:43].F[P-](F)(F)(F)(F)F.N1(OC(N(C)C)=[N+](C)C)C2N=CC=CC=2N=N1.C(N(CC)C(C)C)(C)C. The catalyst is CN(C=O)C.C(OCC)(=O)C. The product is [F:19][C:16]1[CH:17]=[N:18][C:11]2[N:10]([C:20]3[CH:21]=[C:22]([C:26]4[CH:31]=[CH:30][CH:29]=[CH:28][C:27]=4[CH2:32][N:33]4[CH2:38][CH2:37][O:36][CH2:35][CH2:34]4)[CH:23]=[CH:24][CH:25]=3)[C:9](=[O:39])[N:8]([C@@H:5]3[CH2:6][CH2:7][C@H:2]([NH:1][C:40](=[O:48])[C:41]4[CH:47]=[CH:46][CH:45]=[CH:44][C:42]=4[OH:43])[CH2:3][CH2:4]3)[C:13](=[O:14])[C:12]=2[CH:15]=1. The yield is 0.120. (4) The reactants are [C:1](Cl)(Cl)=[S:2].[NH2:5][C:6]1[CH:14]=[CH:13][C:9]([C:10]([NH2:12])=[O:11])=[CH:8][C:7]=1[CH3:15]. The catalyst is O1CCCC1.C(=O)([O-])O.[Na+]. The product is [N:5]([C:6]1[CH:14]=[CH:13][C:9]([C:10]([NH2:12])=[O:11])=[CH:8][C:7]=1[CH3:15])=[C:1]=[S:2]. The yield is 0.910. (5) The reactants are [C:1]1([S:7]([N:10]2[C:18]3[C:13](=[CH:14][CH:15]=[CH:16][CH:17]=3)[CH:12]=[C:11]2[CH:19](OC(=O)C)[CH:20]=[CH2:21])(=[O:9])=[O:8])[CH:6]=[CH:5][CH:4]=[CH:3][CH:2]=1.[C:26]([O:29][C:30](=O)C)(=[O:28])[CH3:27].C(N(CC)CC)C.C1(P(C2C=CC=CC=2)C2C=CC=CC=2)C=CC=CC=1.[C]=O. The catalyst is C1(C)C=CC=CC=1.C([O-])(=O)C.[Pd+2].C([O-])(=O)C. The product is [C:1]1([S:7]([N:10]2[C:11]3[CH:19]=[CH:20][CH:21]=[C:30]([O:29][C:26](=[O:28])[CH3:27])[C:12]=3[C:13]3[C:18]2=[CH:17][CH:16]=[CH:15][CH:14]=3)(=[O:8])=[O:9])[CH:6]=[CH:5][CH:4]=[CH:3][CH:2]=1. The yield is 0.880. (6) The reactants are [NH2:1][CH2:2][C:3]1[CH:4]=[CH:5][C:6]([Cl:19])=[C:7]([O:9][C:10]2[CH:11]=[C:12]([CH:15]=[C:16]([Cl:18])[CH:17]=2)[C:13]#[N:14])[CH:8]=1.[N+:20]([C:23]1[CH:24]=[C:25]2[C:29](=[CH:30][CH:31]=1)[NH:28][C:27]([C:32](O)=[O:33])=[CH:26]2)([O-:22])=[O:21].CN(C(ON1N=NC2C=CC=NC1=2)=[N+](C)C)C.F[P-](F)(F)(F)(F)F.CCN(C(C)C)C(C)C. The catalyst is CN(C=O)C. The product is [Cl:19][C:6]1[CH:5]=[CH:4][C:3]([CH2:2][NH:1][C:32]([C:27]2[NH:28][C:29]3[C:25]([CH:26]=2)=[CH:24][C:23]([N+:20]([O-:22])=[O:21])=[CH:31][CH:30]=3)=[O:33])=[CH:8][C:7]=1[O:9][C:10]1[CH:11]=[C:12]([C:13]#[N:14])[CH:15]=[C:16]([Cl:18])[CH:17]=1. The yield is 0.360. (7) The reactants are [C:1]([O:5][C:6](=[O:30])[NH:7][C:8]1[CH:13]=[CH:12][C:11]([Sn](CCCC)(CCCC)CCCC)=[CH:10][C:9]=1[N+:27]([O-:29])=[O:28])([CH3:4])([CH3:3])[CH3:2].[C:31]([O:35][C:36]([N:38]1[CH2:43][CH:42]=[C:41](OS(C(F)(F)F)(=O)=O)[CH2:40][CH2:39]1)=[O:37])([CH3:34])([CH3:33])[CH3:32]. No catalyst specified. The product is [C:31]([O:35][C:36]([N:38]1[CH2:39][CH:40]=[C:41]([C:11]2[CH:12]=[CH:13][C:8]([NH:7][C:6]([O:5][C:1]([CH3:2])([CH3:3])[CH3:4])=[O:30])=[C:9]([N+:27]([O-:29])=[O:28])[CH:10]=2)[CH2:42][CH2:43]1)=[O:37])([CH3:34])([CH3:32])[CH3:33]. The yield is 0.520.